From a dataset of Catalyst prediction with 721,799 reactions and 888 catalyst types from USPTO. Predict which catalyst facilitates the given reaction. (1) Reactant: [OH:1][CH2:2][C:3]1[CH:12]=[CH:11][C:6]([C:7]([O:9][CH3:10])=[O:8])=[CH:5][CH:4]=1.C(N(CC)[P:16]([O:22][C:23]([CH3:26])([CH3:25])[CH3:24])[O:17][C:18]([CH3:21])([CH3:20])[CH3:19])C.CC1NN=NN=1.ClC1C=C(C=CC=1)C(OO)=[O:40]. Product: [C:23]([O:22][P:16]([O:1][CH2:2][C:3]1[CH:4]=[CH:5][C:6]([C:7]([O:9][CH3:10])=[O:8])=[CH:11][CH:12]=1)([O:17][C:18]([CH3:19])([CH3:20])[CH3:21])=[O:40])([CH3:24])([CH3:25])[CH3:26]. The catalyst class is: 1. (2) Reactant: [CH3:1][S:2][C:3]1[N:4]=[CH:5][C:6]2[C:12](=[O:13])[NH:11][CH:10]=[CH:9][C:7]=2[N:8]=1.C(=O)([O-])[O-].[K+].[K+].[I:20]N1C(=O)CCC1=O. Product: [I:20][C:9]1[C:7]2[N:8]=[C:3]([S:2][CH3:1])[N:4]=[CH:5][C:6]=2[C:12](=[O:13])[NH:11][CH:10]=1. The catalyst class is: 10. (3) The catalyst class is: 433. Reactant: [CH:1]1([S:4]([C:7]2[CH:12]=[CH:11][C:10]([CH:13]([CH2:18][CH:19]3[CH2:24][CH2:23][O:22][CH2:21][CH2:20]3)[C:14](=[O:17])[CH:15]=[CH2:16])=[CH:9][CH:8]=2)(=[O:6])=[O:5])[CH2:3][CH2:2]1.[CH3:25][C:26]1([CH3:38])[O:30][CH:29]([C:31]2[N:32]=[C:33]([CH:36]=[O:37])[S:34][CH:35]=2)[CH2:28][O:27]1.C(N(CC)CC)C. Product: [CH:1]1([S:4]([C:7]2[CH:8]=[CH:9][C:10]([CH:13]([CH2:18][CH:19]3[CH2:24][CH2:23][O:22][CH2:21][CH2:20]3)[C:14](=[O:17])[CH2:15][CH2:16][C:36]([C:33]3[S:34][CH:35]=[C:31]([CH:29]4[CH2:28][O:27][C:26]([CH3:38])([CH3:25])[O:30]4)[N:32]=3)=[O:37])=[CH:11][CH:12]=2)(=[O:6])=[O:5])[CH2:3][CH2:2]1. (4) The catalyst class is: 20. Product: [I:1][C:2]1[CH:3]=[C:4]2[C:8](=[CH:9][CH:10]=1)[NH:7][C:6](=[O:11])[C:5]2=[N:12][NH:13][C:14]([C:16]1[CH:17]=[CH:18][C:19]([NH:22][C:23](=[O:30])[CH2:24][CH2:25][C:26]([OH:28])=[O:27])=[CH:20][CH:21]=1)=[O:15]. Reactant: [I:1][C:2]1[CH:3]=[C:4]2[C:8](=[CH:9][CH:10]=1)[NH:7][C:6](=[O:11])[C:5]2=[N:12][NH:13][C:14]([C:16]1[CH:21]=[CH:20][C:19]([NH:22][C:23](=[O:30])[CH2:24][CH2:25][C:26]([O:28]C)=[O:27])=[CH:18][CH:17]=1)=[O:15].[OH-].[Na+]. (5) Reactant: [CH3:1][C:2]1[CH:10]=[CH:9][C:8]([N+:11]([O-:13])=[O:12])=[CH:7][C:3]=1[C:4](O)=[O:5].B.C(=O)([O-])[O-].[K+].[K+]. Product: [CH3:1][C:2]1[CH:10]=[CH:9][C:8]([N+:11]([O-:13])=[O:12])=[CH:7][C:3]=1[CH2:4][OH:5]. The catalyst class is: 20.